From a dataset of Reaction yield outcomes from USPTO patents with 853,638 reactions. Predict the reaction yield, written as a fraction of the theoretical maximum amount of product (1.0 means a 100% yield; for example, 0.34 means a 34% yield). (1) The reactants are C(O)(C(F)(F)F)=O.[CH3:8][C@@H:9]1[CH2:26][CH2:25][CH2:24][C@H:23]([NH:27]C(=O)OC(C)(C)C)[C:22]2[CH:35]=[C:18]([CH:19]=[N:20][CH:21]=2)[C:17]2[CH:16]=[CH:15][N:14]=[CH:13][C:12]=2[NH:11][C:10]1=[O:36]. The catalyst is C(Cl)Cl. The product is [NH2:27][C@@H:23]1[C:22]2[CH:35]=[C:18]([CH:19]=[N:20][CH:21]=2)[C:17]2[CH:16]=[CH:15][N:14]=[CH:13][C:12]=2[NH:11][C:10](=[O:36])[C@H:9]([CH3:8])[CH2:26][CH2:25][CH2:24]1. The yield is 0.275. (2) The reactants are [CH:1]([CH:3]([CH:9]=O)[C:4]([O:6][CH2:7][CH3:8])=[O:5])=O.[NH2:11][NH:12][C:13]([NH2:15])=[S:14].Br[CH2:17][C:18]([C:20]1[CH:25]=[CH:24][C:23]([Cl:26])=[C:22]([Cl:27])[CH:21]=1)=O. The catalyst is C(O)C. The product is [Cl:27][C:22]1[CH:21]=[C:20]([C:18]2[N:15]=[C:13]([N:12]3[CH:9]=[C:3]([C:4]([O:6][CH2:7][CH3:8])=[O:5])[CH:1]=[N:11]3)[S:14][CH:17]=2)[CH:25]=[CH:24][C:23]=1[Cl:26]. The yield is 0.740. (3) The reactants are [C:1]([C@H:5]1[CH2:10][CH2:9][C@H:8]([O:11][C:12]2[CH:13]=[C:14]3[C:19](=[CH:20][CH:21]=2)[CH:18]=[C:17]([CH2:22][NH2:23])[CH:16]=[CH:15]3)[CH2:7][CH2:6]1)([CH3:4])([CH3:3])[CH3:2].[OH:24][CH2:25][C:26](=[CH2:31])[C:27]([O:29][CH3:30])=[O:28]. The catalyst is CO. The product is [C:1]([C@H:5]1[CH2:10][CH2:9][C@H:8]([O:11][C:12]2[CH:13]=[C:14]3[C:19](=[CH:20][CH:21]=2)[CH:18]=[C:17]([CH2:22][NH:23][CH2:31][CH:26]([CH2:25][OH:24])[C:27]([O:29][CH3:30])=[O:28])[CH:16]=[CH:15]3)[CH2:7][CH2:6]1)([CH3:4])([CH3:2])[CH3:3]. The yield is 0.580. (4) The reactants are [Br:1][C:2]1[CH:7]=[CH:6][C:5]([C@@H:8]([N:10]2[CH2:15][CH2:14][C@:13]([CH2:22][C:23](=[O:25])[CH3:24])([C:16]3[CH:21]=[CH:20][CH:19]=[CH:18][CH:17]=3)[O:12][C:11]2=[O:26])[CH3:9])=[CH:4][CH:3]=1.[CH3:27][Mg]Br. The catalyst is C1COCC1. The product is [Br:1][C:2]1[CH:7]=[CH:6][C:5]([C@@H:8]([N:10]2[CH2:15][CH2:14][C@:13]([CH2:22][C:23]([OH:25])([CH3:27])[CH3:24])([C:16]3[CH:17]=[CH:18][CH:19]=[CH:20][CH:21]=3)[O:12][C:11]2=[O:26])[CH3:9])=[CH:4][CH:3]=1. The yield is 0.530.